This data is from KCNQ2 potassium channel screen with 302,405 compounds. The task is: Binary Classification. Given a drug SMILES string, predict its activity (active/inactive) in a high-throughput screening assay against a specified biological target. (1) The compound is s1c(CC(=O)N2CCN(CC2)c2n3ncnc3nc(c2C)C)ccc1. The result is 0 (inactive). (2) The drug is S(=O)(=O)(Nc1c(cc(cc1)C)C)c1cc([N+]([O-])=O)c(N\N=C\c2ccncc2)cc1. The result is 0 (inactive). (3) The molecule is S(=O)(=O)(c1cc2nc(oc2cc1)Nc1cc(OC)ccc1)CC. The result is 0 (inactive). (4) The molecule is Brc1c(C(=O)Nc2c3CCCCc3ccc2)cccc1. The result is 0 (inactive). (5) The compound is O=C(N1CCN(CC1)c1c(cccc1)C)NCc1c(OC)cccc1. The result is 0 (inactive). (6) The molecule is S(c1nc(nc2n(c(=O)n(c(=O)c12)C)C)C)CC(=O)NCCc1cc(OC)c(OC)cc1. The result is 0 (inactive). (7) The result is 0 (inactive). The compound is s1c(N(CCCN(C)C)C(=O)c2cc3CCCCc3cc2)nc2c1cc(cc2)C. (8) The drug is O=C(N)C1CCN(CC1)c1n(CCCCCC)c2c(n1)n(c(=O)n(c2=O)C)C. The result is 0 (inactive). (9) The molecule is Clc1n(nc(c1/C=C1/SC(=S)NC1=O)C)c1ccccc1. The result is 1 (active). (10) The compound is FC(F)(F)C(NCc1c(OC)cccc1)(NC(=O)CC)C(OCC)=O. The result is 0 (inactive).